Predict the reaction yield, written as a fraction of the theoretical maximum amount of product (1.0 means a 100% yield; for example, 0.34 means a 34% yield). From a dataset of Reaction yield outcomes from USPTO patents with 853,638 reactions. The reactants are [CH2:1]([NH2:9])[CH2:2][C:3]1[CH:8]=[CH:7][CH:6]=[CH:5][CH:4]=1.[Cl:10][C:11]1[CH:19]=[C:18]([O:20][C:21]2[CH:26]=[CH:25][C:24]([CH:27]=O)=[CH:23][CH:22]=2)[CH:17]=[CH:16][C:12]=1[C:13]([NH2:15])=[O:14]. No catalyst specified. The product is [Cl:10][C:11]1[CH:19]=[C:18]([O:20][C:21]2[CH:26]=[CH:25][C:24]([CH2:27][NH:9][CH2:1][CH2:2][C:3]3[CH:8]=[CH:7][CH:6]=[CH:5][CH:4]=3)=[CH:23][CH:22]=2)[CH:17]=[CH:16][C:12]=1[C:13]([NH2:15])=[O:14]. The yield is 0.340.